Task: Predict the product of the given reaction.. Dataset: Forward reaction prediction with 1.9M reactions from USPTO patents (1976-2016) (1) Given the reactants CN(C(ON1N=NC2C=CC=NC1=2)=[N+](C)C)C.F[P-](F)(F)(F)(F)F.[Cl:25][C:26]1[N:30]2[CH:31]=[C:32]([C:39]3[CH:43]=[CH:42][O:41][CH:40]=3)[CH:33]=[C:34]([C:35]([F:38])([F:37])[F:36])[C:29]2=[N:28][C:27]=1[C:44](O)=[O:45].[NH:47]1[CH2:51][CH2:50][CH:49]([N:52]2[CH2:57][CH2:56][O:55][CH2:54][CH2:53]2)[CH2:48]1, predict the reaction product. The product is: [Cl:25][C:26]1[N:30]2[CH:31]=[C:32]([C:39]3[CH:43]=[CH:42][O:41][CH:40]=3)[CH:33]=[C:34]([C:35]([F:37])([F:36])[F:38])[C:29]2=[N:28][C:27]=1[C:44]([N:47]1[CH2:51][CH2:50][CH:49]([N:52]2[CH2:53][CH2:54][O:55][CH2:56][CH2:57]2)[CH2:48]1)=[O:45]. (2) Given the reactants [CH3:1][O:2][C:3](=[O:15])[C:4]1[CH:9]=[CH:8][C:7]([C:10]([F:13])([F:12])[F:11])=[CH:6][C:5]=1[OH:14].C(=O)([O-])[O-].[K+].[K+].Cl[C:23]([F:29])([F:28])C(OC)=O.O, predict the reaction product. The product is: [CH3:1][O:2][C:3](=[O:15])[C:4]1[CH:9]=[CH:8][C:7]([C:10]([F:13])([F:12])[F:11])=[CH:6][C:5]=1[O:14][CH:23]([F:29])[F:28]. (3) Given the reactants [CH3:1][C:2]1[N:3]=[C:4]([NH:7][C:8]2[CH:13]=[C:12]([O:14][C:15]3[CH:23]=[CH:22][CH:21]=[CH:20][C:16]=3[C:17]([OH:19])=O)[CH:11]=[CH:10][N:9]=2)[S:5][CH:6]=1.C(N(CC)CC)C.C([Cl:36])(=O)OCC.[NH2:37][CH2:38][CH2:39][CH2:40][N:41]1[CH2:46][CH2:45][O:44][CH2:43][CH2:42]1, predict the reaction product. The product is: [ClH:36].[ClH:36].[CH3:1][C:2]1[N:3]=[C:4]([NH:7][C:8]2[CH:13]=[C:12]([O:14][C:15]3[CH:23]=[CH:22][CH:21]=[CH:20][C:16]=3[C:17]([NH:37][CH2:38][CH2:39][CH2:40][N:41]3[CH2:46][CH2:45][O:44][CH2:43][CH2:42]3)=[O:19])[CH:11]=[CH:10][N:9]=2)[S:5][CH:6]=1. (4) Given the reactants C([O:3][C:4]([C:6]1[C:7]([N:31]2[CH2:36][CH2:35][CH2:34][CH2:33][CH2:32]2)=[N:8][C:9]([CH:12]([N:14]2[CH2:19][CH2:18][N:17]([S:20]([C:23]3[CH:28]=[CH:27][C:26]([O:29][CH3:30])=[CH:25][CH:24]=3)(=[O:22])=[O:21])[CH2:16][CH2:15]2)[CH3:13])=[N:10][CH:11]=1)=O)C.[BH4-].[Na+].CC#N, predict the reaction product. The product is: [CH3:30][O:29][C:26]1[CH:25]=[CH:24][C:23]([S:20]([N:17]2[CH2:16][CH2:15][N:14]([CH:12]([C:9]3[N:8]=[C:7]([N:31]4[CH2:36][CH2:35][CH2:34][CH2:33][CH2:32]4)[C:6]([CH2:4][OH:3])=[CH:11][N:10]=3)[CH3:13])[CH2:19][CH2:18]2)(=[O:21])=[O:22])=[CH:28][CH:27]=1. (5) The product is: [Br:1][C:2]1[CH:8]=[CH:7][C:5]([N:6]2[C:17]([CH3:18])=[CH:16][CH:15]=[C:14]2[CH3:13])=[CH:4][C:3]=1[C:9]([F:10])([F:11])[F:12]. Given the reactants [Br:1][C:2]1[CH:8]=[CH:7][C:5]([NH2:6])=[CH:4][C:3]=1[C:9]([F:12])([F:11])[F:10].[CH3:13][C:14](=O)[CH2:15][CH2:16][C:17](=O)[CH3:18], predict the reaction product. (6) Given the reactants C(Cl)CCl.[NH2:5][C:6]1[N:11]=[CH:10][C:9]([CH:12]=[CH:13][C:14]([OH:16])=O)=[CH:8][CH:7]=1.[CH2:17]([N:19]1[C:27]2[C:22](=[CH:23][CH:24]=[CH:25][CH:26]=2)[CH:21]=[C:20]1[CH2:28][NH:29][CH3:30])[CH3:18].C1C=CC2N(O)N=NC=2C=1.O.C(N(C(C)C)CC)(C)C, predict the reaction product. The product is: [NH2:5][C:6]1[N:11]=[CH:10][C:9](/[CH:12]=[CH:13]/[C:14]([N:29]([CH2:28][C:20]2[N:19]([CH2:17][CH3:18])[C:27]3[C:22]([CH:21]=2)=[CH:23][CH:24]=[CH:25][CH:26]=3)[CH3:30])=[O:16])=[CH:8][CH:7]=1.